Dataset: Full USPTO retrosynthesis dataset with 1.9M reactions from patents (1976-2016). Task: Predict the reactants needed to synthesize the given product. (1) Given the product [Si:5]([O:8][CH:9]1[C:14]([CH3:16])([CH3:15])[CH2:13][CH2:12][C:11]([CH:26]=[O:27])=[CH:10]1)([C:1]([CH3:4])([CH3:3])[CH3:2])([CH3:7])[CH3:6], predict the reactants needed to synthesize it. The reactants are: [C:1]([Si:5]([O:8][CH:9]1[C:14]([CH3:16])([CH3:15])[CH2:13][CH2:12][C:11](I)=[CH:10]1)([CH3:7])[CH3:6])([CH3:4])([CH3:3])[CH3:2].[Li]C(C)(C)C.CN([CH:26]=[O:27])C. (2) Given the product [F:17][C:18]1[CH:19]=[CH:20][C:21]([C:24]2[C:25]([C:33]3[CH:40]=[CH:39][C:36]([CH2:37][N:1]4[CH2:2][CH2:3][CH:4]([C:7]5[CH:16]=[N:15][C:14]6[C:9](=[CH:10][CH:11]=[CH:12][CH:13]=6)[N:8]=5)[CH2:5][CH2:6]4)=[CH:35][CH:34]=3)=[N:26][C:27]3[N:28]([CH:30]=[CH:31][N:32]=3)[CH:29]=2)=[CH:22][CH:23]=1, predict the reactants needed to synthesize it. The reactants are: [NH:1]1[CH2:6][CH2:5][CH:4]([C:7]2[CH:16]=[N:15][C:14]3[C:9](=[CH:10][CH:11]=[CH:12][CH:13]=3)[N:8]=2)[CH2:3][CH2:2]1.[F:17][C:18]1[CH:23]=[CH:22][C:21]([C:24]2[C:25]([C:33]3[CH:40]=[CH:39][C:36]([CH:37]=O)=[CH:35][CH:34]=3)=[N:26][C:27]3[N:28]([CH:30]=[CH:31][N:32]=3)[CH:29]=2)=[CH:20][CH:19]=1. (3) Given the product [CH2:1]([C:3]1[C:4](=[O:16])[NH:5][C:6]([CH3:15])=[C:7]([C:9]2[NH:10][N:11]=[C:12]([CH3:14])[N:13]=2)[CH:8]=1)[CH3:2], predict the reactants needed to synthesize it. The reactants are: [CH2:1]([C:3]1[C:4]([O:16]C)=[N:5][C:6]([CH3:15])=[C:7]([C:9]2[N:13]=[C:12]([CH3:14])[NH:11][N:10]=2)[CH:8]=1)[CH3:2].[I-].[Na+].Cl[Si](C)(C)C. (4) Given the product [Si:13]([O:12][C:9]1[CH:8]=[CH:7][C:6]2[C:11](=[C:2]([NH2:1])[CH:3]=[CH:4][CH:5]=2)[CH:10]=1)([C:16]([CH3:19])([CH3:18])[CH3:17])([CH3:15])[CH3:14], predict the reactants needed to synthesize it. The reactants are: [NH2:1][C:2]1[CH:3]=[CH:4][CH:5]=[C:6]2[C:11]=1[CH:10]=[C:9]([OH:12])[CH:8]=[CH:7]2.[Si:13](Cl)([C:16]([CH3:19])([CH3:18])[CH3:17])([CH3:15])[CH3:14].N1C=CN=C1.Cl. (5) Given the product [Cl:1][C:2]1[N:3]=[C:4]([N:13]2[CH2:18][CH2:17][O:16][CH2:15][CH2:14]2)[C:5]2[S:10][C:9]([CH2:11][N:23]([CH2:22][CH2:21][O:20][CH3:19])[CH3:24])=[CH:8][C:6]=2[N:7]=1, predict the reactants needed to synthesize it. The reactants are: [Cl:1][C:2]1[N:3]=[C:4]([N:13]2[CH2:18][CH2:17][O:16][CH2:15][CH2:14]2)[C:5]2[S:10][C:9]([CH:11]=O)=[CH:8][C:6]=2[N:7]=1.[CH3:19][O:20][CH2:21][CH2:22][NH:23][CH3:24].